From a dataset of NCI-60 drug combinations with 297,098 pairs across 59 cell lines. Regression. Given two drug SMILES strings and cell line genomic features, predict the synergy score measuring deviation from expected non-interaction effect. (1) Drug 1: CC1=CC2C(CCC3(C2CCC3(C(=O)C)OC(=O)C)C)C4(C1=CC(=O)CC4)C. Drug 2: C1CN1P(=S)(N2CC2)N3CC3. Cell line: MDA-MB-435. Synergy scores: CSS=-10.9, Synergy_ZIP=2.24, Synergy_Bliss=-5.93, Synergy_Loewe=-11.7, Synergy_HSA=-11.0. (2) Drug 1: CCC1(CC2CC(C3=C(CCN(C2)C1)C4=CC=CC=C4N3)(C5=C(C=C6C(=C5)C78CCN9C7C(C=CC9)(C(C(C8N6C)(C(=O)OC)O)OC(=O)C)CC)OC)C(=O)OC)O.OS(=O)(=O)O. Drug 2: C(CN)CNCCSP(=O)(O)O. Cell line: OVCAR-8. Synergy scores: CSS=-1.99, Synergy_ZIP=1.93, Synergy_Bliss=1.94, Synergy_Loewe=0.154, Synergy_HSA=-0.127.